The task is: Predict which catalyst facilitates the given reaction.. This data is from Catalyst prediction with 721,799 reactions and 888 catalyst types from USPTO. (1) Reactant: [F:1][C:2]1[CH:3]=[C:4]([CH2:12][C:13]([NH:15][C:16]2[C:25]([CH3:26])=[CH:24][CH:23]=[C:22]3[C:17]=2[CH:18]=[CH:19][N:20]([C@H:28]([CH3:31])[CH2:29][OH:30])[C:21]3=[O:27])=[O:14])[CH:5]=[CH:6][C:7]=1[C:8]([F:11])([F:10])[F:9].C(O)C. Product: [F:1][C:2]1[CH:3]=[C:4]([CH2:12][C:13]([NH:15][C:16]2[C:25]([CH3:26])=[CH:24][CH:23]=[C:22]3[C:17]=2[CH2:18][CH2:19][N:20]([C@H:28]([CH3:31])[CH2:29][OH:30])[C:21]3=[O:27])=[O:14])[CH:5]=[CH:6][C:7]=1[C:8]([F:11])([F:9])[F:10]. The catalyst class is: 45. (2) Product: [Cl:1][C:2]1([C:31]2[CH:30]=[CH:26][CH:25]=[C:24]([C:23]([O:34][CH3:35])=[O:33])[CH:32]=2)[CH:7]=[CH:6][C:5]([N:8]([C:12]2[CH:17]=[CH:16][CH:15]=[CH:14][C:13]=2[C:18]([F:21])([F:20])[F:19])[C:9](=[O:11])[NH2:10])=[C:4]([NH:67][C:69]([OH:70])=[O:45])[CH2:3]1. Reactant: [Cl:1][C:2]1(N)[CH:7]=[CH:6][C:5]([N:8]([C:12]2[CH:17]=[CH:16][CH:15]=[CH:14][C:13]=2[C:18]([F:21])([F:20])[F:19])[C:9](=[O:11])[NH2:10])=[CH:4][CH2:3]1.[C:23]([O:34][CH3:35])(=[O:33])[C:24]1[CH:32]=[CH:31][CH:30]=[C:26](C([O-])=O)[CH:25]=1.C1C=CC2N([OH:45])N=NC=2C=1.O.CN1CCOCC1.CCN=C=NCCCN(C)C.Cl.C[N:67]([CH:69]=[O:70])C. The catalyst class is: 25. (3) Reactant: C(OC([N:8]([CH2:16][C:17]1[CH:18]=[C:19]([CH:23]=[CH:24][C:25]=1[F:26])[C:20]([OH:22])=[O:21])C(OC(C)(C)C)=O)=O)(C)(C)C.[ClH:27].[C:28](OCC)(=O)[CH3:29]. Product: [ClH:27].[NH2:8][CH2:16][C:17]1[CH:18]=[C:19]([CH:23]=[CH:24][C:25]=1[F:26])[C:20]([O:22][CH2:28][CH3:29])=[O:21]. The catalyst class is: 13.